Dataset: Peptide-MHC class II binding affinity with 134,281 pairs from IEDB. Task: Regression. Given a peptide amino acid sequence and an MHC pseudo amino acid sequence, predict their binding affinity value. This is MHC class II binding data. (1) The peptide sequence is KTRRFLPQILAECAR. The MHC is DRB1_0405 with pseudo-sequence DRB1_0405. The binding affinity (normalized) is 0.630. (2) The peptide sequence is AFKVAATKANAAPAN. The MHC is DRB1_0901 with pseudo-sequence DRB1_0901. The binding affinity (normalized) is 0.641. (3) The peptide sequence is KSYVKSKLKLLKGSE. The MHC is DRB4_0101 with pseudo-sequence DRB4_0103. The binding affinity (normalized) is 0.568. (4) The peptide sequence is VLAIVALVVATIIAI. The MHC is DRB1_0901 with pseudo-sequence DRB1_0901. The binding affinity (normalized) is 0.373. (5) The peptide sequence is AFILDGCNLFPKV. The MHC is DRB1_0401 with pseudo-sequence DRB1_0401. The binding affinity (normalized) is 0.820. (6) The peptide sequence is LMTGGVTLVRKNRWL. The MHC is HLA-DQA10201-DQB10402 with pseudo-sequence HLA-DQA10201-DQB10402. The binding affinity (normalized) is 0.